From a dataset of Forward reaction prediction with 1.9M reactions from USPTO patents (1976-2016). Predict the product of the given reaction. (1) Given the reactants [O:1]1[C:11]2[C:6](=[CH:7][CH:8]=[CH:9][CH:10]=2)[CH:5]=[C:4]([O:12][CH2:13][CH2:14][CH2:15][CH2:16][CH2:17][CH2:18][C:19]2[CH:27]=[CH:26][CH:25]=[CH:24][C:20]=2[C:21](O)=[O:22])[C:2]1=[O:3].S(Cl)[Cl:29], predict the reaction product. The product is: [O:1]1[C:11]2[C:6](=[CH:7][CH:8]=[CH:9][CH:10]=2)[CH:5]=[C:4]([O:12][CH2:13][CH2:14][CH2:15][CH2:16][CH2:17][CH2:18][C:19]2[CH:27]=[CH:26][CH:25]=[CH:24][C:20]=2[C:21]([Cl:29])=[O:22])[C:2]1=[O:3]. (2) The product is: [OH:2][C:3]1[C:12]2[C:7](=[C:8]([CH3:13])[CH:9]=[CH:10][CH:11]=2)[C:6]([C:14]([OH:16])=[O:15])=[CH:5][N:4]=1. Given the reactants C[O:2][C:3]1[C:12]2[C:7](=[C:8]([CH3:13])[CH:9]=[CH:10][CH:11]=2)[C:6]([C:14]([OH:16])=[O:15])=[CH:5][N:4]=1.O, predict the reaction product.